This data is from Experimentally validated miRNA-target interactions with 360,000+ pairs, plus equal number of negative samples. The task is: Binary Classification. Given a miRNA mature sequence and a target amino acid sequence, predict their likelihood of interaction. (1) The miRNA is rno-miR-218a-5p with sequence UUGUGCUUGAUCUAACCAUGU. The protein sequence of the target gene is MKDIDIGKEYIIPSPGYRSVRERTSTSGTHRDREDSKFRRTRPLECQDALETAARAEGLSLDASMHSQLRILDEEHPKGKYHHGLSALKPIRTTSKHQHPVDNAGLFSCMTFSWLSSLARVAHKKGELSMEDVWSLSKHESSDVNCRRLERLWQEELNEVGPDAASLRRVVWIFCRTRLILSIVCLMITQLAGFSGPAFMVKHLLEYTQATESNLQYSLLLVLGLLLTEIVRSWSLALTWALNYRTGVRLRGAILTMAFKKILKLKNIKEKSLGELINICSNDGQRMFEAAAVGSLLAGG.... Result: 0 (no interaction). (2) The miRNA is hsa-miR-4422 with sequence AAAAGCAUCAGGAAGUACCCA. The protein sequence of the target gene is MARPVQLAPGSLALVLCRLEAQKAAGAAEEPGGRAVFRAFRRANARCFWNARLARAASRLAFQGWLRRGVLLVRAPPACLQVLRDAWRRRALRPPRGFRIRAVGDVFPVQMNPITQSQFVPLGEVLCCAISDMNTAQIVVTQESLLERLMKHYPGIAIPSEDILYTTLGTLIKERKIYHTGEGYFIVTPQTYFITNTTTQENKRMLPSDESRLMPASMTYLVSMESCAESAQENAAPISHCQSCQCFRDMHTQDVQEAPVAAEVTRKSHRGLGESVSWVQNGAVSVSAEHHICESTKPLP.... Result: 0 (no interaction). (3) The miRNA is mmu-miR-30b-5p with sequence UGUAAACAUCCUACACUCAGCU. The protein sequence of the target gene is MKLFVPALLSLGALGLCLAAPRKNVRWCTISQPEWFKCRRWQWRMKKLGAPSITCVRRAFALECIRAIAEKKADAVTLDGGMVFEAGRDPYKLRPVAAEIYGTKESPQTHYYAVAVVKKGSNFQLDQLQGRKSCHTGLGRSAGWIIPMGILRPYLSWTESLEPLQGAVAKFFSASCVPCIDRQAYPNLCQLCKGEGENQCACSSREPYFGYSGAFKCLQDGAGDVAFVKETTVFENLPEKADRDQYELLCLNNSRAPVDAFKECHLAQVPSHAVVARSVDGKEDLIWKLLSKAQEKFGKN.... Result: 0 (no interaction). (4) The miRNA is hsa-miR-299-5p with sequence UGGUUUACCGUCCCACAUACAU. The protein sequence of the target gene is MGSGMSQILPGLYIGNFKDARDAEQLSRNKVTHILSVHDTARPMLEGVKYLCIPAADTPSQNLTRHFKESIKFIHECRLQGESCLVHCLAGVSRSVTLVIAYIMTVTDFGWEDALHTVRAGRSCANPNLGFQRQLQEFEKHEVHQYRQWLREEYGENPLRDAEEAKNILAAPGILKYWAFLRRL. Result: 0 (no interaction). (5) The miRNA is hsa-miR-638 with sequence AGGGAUCGCGGGCGGGUGGCGGCCU. The protein sequence of the target gene is MAAAAVQGGRSGGSGGCSGAGGASNCGTGSGRSGLLDKWKIDDKPVKIDKWDGSAVKNSLDDSAKKVLLEKYKYVENFGLIDGRLTICTISCFFAIVALIWDYMHPFPESKPVLALCVISYFVMMGILTIYTSYKEKSIFLVAHRKDPTGMDPDDIWQLSSSLKRFDDKYTLKLTFISGRTKQQREAEFTKSIAKFFDHSGTLVMDAYEPEISRLHDSLAIERKIK. Result: 0 (no interaction).